From a dataset of Full USPTO retrosynthesis dataset with 1.9M reactions from patents (1976-2016). Predict the reactants needed to synthesize the given product. (1) Given the product [Cl:26][CH2:25][CH2:24][CH2:23][O:21][C:18]1[CH:17]=[CH:16][C:15]([N:12]2[CH2:13][CH2:14][N:9]([C:7]([C:1]3[CH:2]=[CH:3][CH:4]=[CH:5][CH:6]=3)=[O:8])[CH2:10][CH2:11]2)=[CH:20][CH:19]=1, predict the reactants needed to synthesize it. The reactants are: [C:1]1([C:7]([N:9]2[CH2:14][CH2:13][N:12]([C:15]3[CH:20]=[CH:19][C:18]([OH:21])=[CH:17][CH:16]=3)[CH2:11][CH2:10]2)=[O:8])[CH:6]=[CH:5][CH:4]=[CH:3][CH:2]=1.Br[CH2:23][CH2:24][CH2:25][Cl:26]. (2) Given the product [C:1]([O:5][C:6](=[O:25])[NH:7][CH:8]1[C:16]2[C:11](=[CH:12][C:13]([C:17](=[S:35])[NH:18][CH2:19][Si:20]([CH3:23])([CH3:22])[CH3:21])=[CH:14][CH:15]=2)[CH2:10][CH2:9]1)([CH3:4])([CH3:3])[CH3:2], predict the reactants needed to synthesize it. The reactants are: [C:1]([O:5][C:6](=[O:25])[NH:7][CH:8]1[C:16]2[C:11](=[CH:12][C:13]([C:17](=O)[NH:18][CH2:19][Si:20]([CH3:23])([CH3:22])[CH3:21])=[CH:14][CH:15]=2)[CH2:10][CH2:9]1)([CH3:4])([CH3:3])[CH3:2].COC1C=CC(P2(SP(C3C=CC(OC)=CC=3)(=S)S2)=[S:35])=CC=1. (3) Given the product [C:8]([N:11]1[CH2:15][CH2:14][CH:13]([C:16]2[N:24]3[C:19]([C:20]([NH2:25])=[N:21][CH:22]=[N:23]3)=[C:18]([C:26]3[CH:27]=[CH:28][C:29]([NH:32][C:33]([NH:35][C:36]4[CH:41]=[C:40]([C:42]([F:45])([F:44])[F:43])[CH:39]=[CH:38][C:37]=4[F:46])=[O:34])=[CH:30][CH:31]=3)[CH:17]=2)[CH2:12]1)(=[O:10])[CH3:9], predict the reactants needed to synthesize it. The reactants are: C(OC(=O)C)(=O)C.[C:8]([N:11]1[CH2:15][CH2:14][CH:13]([C:16]2[N:24]3[C:19]([C:20]([NH2:25])=[N:21][CH:22]=[N:23]3)=[C:18]([C:26]3[CH:31]=[CH:30][C:29]([NH:32][C:33]([NH:35][C:36]4[CH:41]=[C:40]([C:42]([F:45])([F:44])[F:43])[CH:39]=[CH:38][C:37]=4[F:46])=[O:34])=[C:28](F)[CH:27]=3)[CH:17]=2)[CH2:12]1)(=[O:10])[CH3:9]. (4) The reactants are: [OH:1][CH:2]1[C:6]2([CH2:11][CH2:10][N:9]([C:12]([O:14][C:15]([CH3:18])([CH3:17])[CH3:16])=[O:13])[CH2:8][CH2:7]2)[C:5](=[O:19])[N:4]([C:20]2[CH2:21][O:22][C:23](=[O:26])[C:24]=2[CH3:25])[CH2:3]1.I[CH3:28].[Al]. Given the product [CH3:28][O:1][CH:2]1[C:6]2([CH2:11][CH2:10][N:9]([C:12]([O:14][C:15]([CH3:16])([CH3:17])[CH3:18])=[O:13])[CH2:8][CH2:7]2)[C:5](=[O:19])[N:4]([C:20]2[CH2:21][O:22][C:23](=[O:26])[C:24]=2[CH3:25])[CH2:3]1, predict the reactants needed to synthesize it.